This data is from Full USPTO retrosynthesis dataset with 1.9M reactions from patents (1976-2016). The task is: Predict the reactants needed to synthesize the given product. (1) Given the product [F:22][C:23]1[CH:30]=[C:29]([F:31])[CH:28]=[CH:27][C:24]=1[CH:25]([C:2]1[N:6]([CH3:7])[N:5]=[C:4]([CH3:8])[C:3]=1[C:9]1[C:14]([F:15])=[CH:13][CH:12]=[CH:11][C:10]=1[F:16])[OH:26], predict the reactants needed to synthesize it. The reactants are: Br[C:2]1[N:6]([CH3:7])[N:5]=[C:4]([CH3:8])[C:3]=1[C:9]1[C:14]([F:15])=[CH:13][CH:12]=[CH:11][C:10]=1[F:16].C([Li])CCC.[F:22][C:23]1[CH:30]=[C:29]([F:31])[CH:28]=[CH:27][C:24]=1[CH:25]=[O:26]. (2) Given the product [Si:16]([O:23][CH2:24][C@@H:25]1[C@@H:29]([C:30]2[CH:35]=[CH:34][CH:33]=[CH:32][CH:31]=2)[CH2:28][N:27]([CH2:1][C:3]2([P:8]([O:13][CH2:14][CH3:15])(=[O:12])[O:9][CH2:10][CH3:11])[CH2:7][CH2:6][CH2:5][CH2:4]2)[CH2:26]1)([C:19]([CH3:22])([CH3:21])[CH3:20])([CH3:18])[CH3:17], predict the reactants needed to synthesize it. The reactants are: [CH:1]([C:3]1([P:8]([O:13][CH2:14][CH3:15])(=[O:12])[O:9][CH2:10][CH3:11])[CH2:7][CH2:6][CH2:5][CH2:4]1)=O.[Si:16]([O:23][CH2:24][C@@H:25]1[C@@H:29]([C:30]2[CH:35]=[CH:34][CH:33]=[CH:32][CH:31]=2)[CH2:28][NH:27][CH2:26]1)([C:19]([CH3:22])([CH3:21])[CH3:20])([CH3:18])[CH3:17]. (3) The reactants are: [C:1]1([CH2:7][C:8]([NH2:10])=[O:9])[CH:6]=[CH:5][CH:4]=[CH:3][CH:2]=1.[C:11]1([CH2:17][CH:18]=[O:19])[CH:16]=[CH:15][CH:14]=[CH:13][CH:12]=1.C[Si](OS(C(F)(F)F)(=O)=O)(C)C. Given the product [C:1]1([CH2:7][CH:8]([NH:10][C:18](=[O:19])[CH2:17][C:11]2[CH:16]=[CH:15][CH:14]=[CH:13][CH:12]=2)[NH:10][C:8](=[O:9])[CH2:7][C:1]2[CH:6]=[CH:5][CH:4]=[CH:3][CH:2]=2)[CH:6]=[CH:5][CH:4]=[CH:3][CH:2]=1, predict the reactants needed to synthesize it. (4) Given the product [CH3:1][O:2][C:3]1[CH:22]=[CH:21][CH:20]=[C:19]([O:23][CH3:24])[C:4]=1[CH2:5][NH:6][C:7]([NH:9][C:10]1[S:11][C:12]2[CH2:13][N:14]([S:31]([C:25]3[CH:30]=[CH:29][CH:28]=[CH:27][CH:26]=3)(=[O:33])=[O:32])[CH2:15][CH2:16][C:17]=2[N:18]=1)=[NH:8], predict the reactants needed to synthesize it. The reactants are: [CH3:1][O:2][C:3]1[CH:22]=[CH:21][CH:20]=[C:19]([O:23][CH3:24])[C:4]=1[CH2:5][NH:6][C:7]([NH:9][C:10]1[S:11][C:12]2[CH2:13][NH:14][CH2:15][CH2:16][C:17]=2[N:18]=1)=[NH:8].[C:25]1([S:31](Cl)(=[O:33])=[O:32])[CH:30]=[CH:29][CH:28]=[CH:27][CH:26]=1. (5) Given the product [CH:27]1([NH:30][C:22](=[O:23])[C:21]2[CH:20]=[CH:19][C:18]([N:16]3[CH:17]=[C:13]([C:3]4[C:4]([C:7]5[CH:8]=[CH:9][CH:10]=[CH:11][CH:12]=5)=[N:5][O:6][C:2]=4[CH3:1])[N:14]=[CH:15]3)=[CH:26][CH:25]=2)[CH2:29][CH2:28]1, predict the reactants needed to synthesize it. The reactants are: [CH3:1][C:2]1[O:6][N:5]=[C:4]([C:7]2[CH:12]=[CH:11][CH:10]=[CH:9][CH:8]=2)[C:3]=1[C:13]1[N:14]=[CH:15][N:16]([C:18]2[CH:26]=[CH:25][C:21]([C:22](O)=[O:23])=[CH:20][CH:19]=2)[CH:17]=1.[CH:27]1([NH2:30])[CH2:29][CH2:28]1.